Dataset: Catalyst prediction with 721,799 reactions and 888 catalyst types from USPTO. Task: Predict which catalyst facilitates the given reaction. Reactant: [Cl:1][C:2]1[N:7]=[CH:6][C:5]([CH:8]2[CH2:12][NH:11][C:10]([N:13](C)C)=[N:9]2)=[CH:4][CH:3]=1.N[N:17]1[C:21]([C:22](O)=[O:23])=[CH:20][N:19]=[C:18]1[CH:25]([CH3:27])[CH3:26].CN(C(ON1N=NC2C=CC=NC1=2)=[N+](C)C)C.F[P-](F)(F)(F)(F)F.CCN(C(C)C)C(C)C. Product: [Cl:1][C:2]1[N:7]=[CH:6][C:5]([CH:8]2[CH2:12][N:11]3[C:10]([NH:13][N:17]4[C:18]([CH:25]([CH3:27])[CH3:26])=[N:19][CH:20]=[C:21]4[C:22]3=[O:23])=[N:9]2)=[CH:4][CH:3]=1. The catalyst class is: 3.